This data is from Forward reaction prediction with 1.9M reactions from USPTO patents (1976-2016). The task is: Predict the product of the given reaction. Given the reactants [C:1]([O:5][C:6](=[O:22])[C:7]1[CH:12]=[CH:11][C:10]([NH2:13])=[C:9]([NH:14][CH2:15][CH2:16][C:17]([O:19][CH2:20][CH3:21])=[O:18])[CH:8]=1)([CH3:4])([CH3:3])[CH3:2].C1N=CN([C:28](N2C=NC=C2)=[O:29])C=1, predict the reaction product. The product is: [C:1]([O:5][C:6]([C:7]1[CH:12]=[CH:11][C:10]2[NH:13][C:28](=[O:29])[N:14]([CH2:15][CH2:16][C:17]([O:19][CH2:20][CH3:21])=[O:18])[C:9]=2[CH:8]=1)=[O:22])([CH3:3])([CH3:4])[CH3:2].